Dataset: Catalyst prediction with 721,799 reactions and 888 catalyst types from USPTO. Task: Predict which catalyst facilitates the given reaction. Reactant: [NH:1]1[CH2:6][CH2:5][O:4][CH2:3][CH2:2]1.C(N(CC)CC)C.[Br:14][C:15]1[CH:16]=[C:17]2[C:22](=[CH:23][CH:24]=1)[N:21]=[CH:20][C:19]([C:25](Cl)=[O:26])=[C:18]2[Cl:28]. Product: [Br:14][C:15]1[CH:16]=[C:17]2[C:22](=[CH:23][CH:24]=1)[N:21]=[CH:20][C:19]([C:25]([N:1]1[CH2:6][CH2:5][O:4][CH2:3][CH2:2]1)=[O:26])=[C:18]2[Cl:28]. The catalyst class is: 4.